This data is from Catalyst prediction with 721,799 reactions and 888 catalyst types from USPTO. The task is: Predict which catalyst facilitates the given reaction. (1) Reactant: [O:1]([C:8]1[C:9]([NH:18][C:19]([NH2:21])=[S:20])=[N:10][CH:11]=[C:12]([C:14]([F:17])([F:16])[F:15])[CH:13]=1)[C:2]1[CH:7]=[CH:6][CH:5]=[CH:4][CH:3]=1.C(N(C(C)C)CC)(C)C.Br.[C:32]([N:35]1[CH2:40][CH2:39][CH:38]([C:41](=O)[CH2:42]Br)[CH2:37][CH2:36]1)(=[O:34])[CH3:33]. Product: [O:1]([C:8]1[C:9]([NH:18][C:19]2[S:20][CH:42]=[C:41]([CH:38]3[CH2:39][CH2:40][N:35]([C:32](=[O:34])[CH3:33])[CH2:36][CH2:37]3)[N:21]=2)=[N:10][CH:11]=[C:12]([C:14]([F:17])([F:15])[F:16])[CH:13]=1)[C:2]1[CH:3]=[CH:4][CH:5]=[CH:6][CH:7]=1. The catalyst class is: 162. (2) Reactant: [Cl:1][C:2]1[CH:10]=[C:9]2[C:5]([C:6]([C:11]([O:13]C)=[O:12])=[CH:7][NH:8]2)=[CH:4][C:3]=1[C:15]1[CH:20]=[CH:19][C:18]([C@H:21]2[CH2:24][C@H:23]([OH:25])[CH2:22]2)=[CH:17][CH:16]=1.[OH-].[Na+].Cl. Product: [Cl:1][C:2]1[CH:10]=[C:9]2[C:5]([C:6]([C:11]([OH:13])=[O:12])=[CH:7][NH:8]2)=[CH:4][C:3]=1[C:15]1[CH:16]=[CH:17][C:18]([C@H:21]2[CH2:24][C@H:23]([OH:25])[CH2:22]2)=[CH:19][CH:20]=1. The catalyst class is: 24. (3) Reactant: Cl[C:2]1[N:7]=[CH:6][C:5]2[C:8]([N:14]3[CH:18]([CH3:19])[CH2:17][CH2:16][CH:15]3[CH3:20])=[N:9][N:10]([CH:11]([CH3:13])[CH3:12])[C:4]=2[CH:3]=1.[CH:21]1([S:24]([N:27]2[CH:31]=[C:30]([C:32]3[N:37]=[C:36]([NH2:38])[CH:35]=[CH:34][N:33]=3)[CH:29]=[N:28]2)(=[O:26])=[O:25])[CH2:23][CH2:22]1.C1(P(C2C=CC=CC=2)C2C3OC4C(=CC=CC=4P(C4C=CC=CC=4)C4C=CC=CC=4)C(C)(C)C=3C=CC=2)C=CC=CC=1.C(=O)([O-])[O-].[Cs+].[Cs+]. Product: [CH:21]1([S:24]([N:27]2[CH:31]=[C:30]([C:32]3[N:37]=[C:36]([NH:38][C:2]4[N:7]=[CH:6][C:5]5[C:8]([N:14]6[CH:18]([CH3:19])[CH2:17][CH2:16][CH:15]6[CH3:20])=[N:9][N:10]([CH:11]([CH3:13])[CH3:12])[C:4]=5[CH:3]=4)[CH:35]=[CH:34][N:33]=3)[CH:29]=[N:28]2)(=[O:25])=[O:26])[CH2:23][CH2:22]1. The catalyst class is: 62. (4) Reactant: CS[C:3]1[C:4]2[NH:5][C:6]([C:18]([F:21])([F:20])[F:19])=[N:7][C:8]=2[N:9]([CH2:13][CH2:14][CH2:15][CH2:16][CH3:17])[C:10](=[O:12])[N:11]=1.[NH2:22][NH2:23]. Product: [CH2:13]([N:9]1[C:8]2[N:7]=[C:6]([C:18]([F:21])([F:20])[F:19])[NH:5][C:4]=2/[C:3](=[N:22]\[NH2:23])/[NH:11][C:10]1=[O:12])[CH2:14][CH2:15][CH2:16][CH3:17]. The catalyst class is: 6.